From a dataset of Forward reaction prediction with 1.9M reactions from USPTO patents (1976-2016). Predict the product of the given reaction. Given the reactants [CH2:1]([C:3]1[CH:8]=[CH:7][C:6]([CH:9]2[CH2:14][N:13]([C:15]([N:17]3[CH2:22][CH2:21][O:20][CH2:19][CH2:18]3)=[O:16])[CH2:12][CH:11]([C:23]([OH:25])=O)[CH2:10]2)=[CH:5][CH:4]=1)[CH3:2].[Cl:26][C:27]1[CH:32]=[CH:31][C:30]([CH2:33][C:34](=[N:36]O)[NH2:35])=[CH:29][CH:28]=1, predict the reaction product. The product is: [Cl:26][C:27]1[CH:28]=[CH:29][C:30]([CH2:33][C:34]2[N:35]=[C:23]([CH:11]3[CH2:10][CH:9]([C:6]4[CH:7]=[CH:8][C:3]([CH2:1][CH3:2])=[CH:4][CH:5]=4)[CH2:14][N:13]([C:15]([N:17]4[CH2:18][CH2:19][O:20][CH2:21][CH2:22]4)=[O:16])[CH2:12]3)[O:25][N:36]=2)=[CH:31][CH:32]=1.